This data is from Full USPTO retrosynthesis dataset with 1.9M reactions from patents (1976-2016). The task is: Predict the reactants needed to synthesize the given product. (1) Given the product [C:23]([C:27]1[CH:31]=[C:30]([NH:32][C:33]([NH:1][C:2]2[CH:20]=[CH:19][C:5]([O:6][C:7]3[C:16]4[N:15]=[C:14]([CH3:17])[C:13](=[O:18])[NH:12][C:11]=4[N:10]=[CH:9][CH:8]=3)=[CH:4][C:3]=2[S:21][CH3:22])=[O:34])[N:29]([C:35]2[CH:40]=[CH:39][CH:38]=[CH:37][CH:36]=2)[N:28]=1)([CH3:26])([CH3:24])[CH3:25], predict the reactants needed to synthesize it. The reactants are: [NH2:1][C:2]1[CH:20]=[CH:19][C:5]([O:6][C:7]2[C:16]3[N:15]=[C:14]([CH3:17])[C:13](=[O:18])[NH:12][C:11]=3[N:10]=[CH:9][CH:8]=2)=[CH:4][C:3]=1[S:21][CH3:22].[C:23]([C:27]1[CH:31]=[C:30]([N:32]=[C:33]=[O:34])[N:29]([C:35]2[CH:40]=[CH:39][CH:38]=[CH:37][CH:36]=2)[N:28]=1)([CH3:26])([CH3:25])[CH3:24]. (2) Given the product [C:1]([CH:4]1[N:9]([CH3:10])[CH2:8][CH2:7][N:6]([C:11]([O:13][C:14]([CH3:17])([CH3:16])[CH3:15])=[O:12])[CH2:5]1)(=[S:27])[NH2:2], predict the reactants needed to synthesize it. The reactants are: [C:1]([CH:4]1[N:9]([CH3:10])[CH2:8][CH2:7][N:6]([C:11]([O:13][C:14]([CH3:17])([CH3:16])[CH3:15])=[O:12])[CH2:5]1)(=O)[NH2:2].COC1C=CC(P2(SP(C3C=CC(OC)=CC=3)(=S)S2)=[S:27])=CC=1.